Dataset: Catalyst prediction with 721,799 reactions and 888 catalyst types from USPTO. Task: Predict which catalyst facilitates the given reaction. (1) Reactant: [C:1]1([S:7]([N:10]2[C:14]3=[N:15][CH:16]=[C:17]([N+:20]([O-:22])=[O:21])[C:18](Cl)=[C:13]3[CH:12]=[CH:11]2)(=[O:9])=[O:8])[CH:6]=[CH:5][CH:4]=[CH:3][CH:2]=1.[NH2:23][CH:24]1[CH2:29][CH2:28][N:27]([C:30]([O:32][C:33]([CH3:36])([CH3:35])[CH3:34])=[O:31])[CH2:26][CH2:25]1.C(N(C(C)C)CC)(C)C. Product: [C:33]([O:32][C:30]([N:27]1[CH2:28][CH2:29][CH:24]([NH:23][C:18]2[C:17]([N+:20]([O-:22])=[O:21])=[CH:16][N:15]=[C:14]3[N:10]([S:7]([C:1]4[CH:6]=[CH:5][CH:4]=[CH:3][CH:2]=4)(=[O:9])=[O:8])[CH:11]=[CH:12][C:13]=23)[CH2:25][CH2:26]1)=[O:31])([CH3:36])([CH3:34])[CH3:35]. The catalyst class is: 41. (2) Reactant: [CH3:1][O:2][C:3](=[O:12])[C:4]1[CH:9]=[C:8](F)[CH:7]=[CH:6][C:5]=1[Br:11].Cl.[CH3:14][NH:15][CH3:16].C(=O)([O-])[O-].[K+].[K+]. Product: [CH3:1][O:2][C:3](=[O:12])[C:4]1[CH:9]=[C:8]([N:15]([CH3:16])[CH3:14])[CH:7]=[CH:6][C:5]=1[Br:11]. The catalyst class is: 16. (3) Reactant: CS(C)=O.[C:5]([O:9][C:10]([N:12]1[CH2:17][CH2:16][CH:15]([C:18]2[NH:19][CH:20]=[C:21]([C:23]3[CH:28]=[CH:27][C:26]([F:29])=[C:25]([C:30]([F:33])([F:32])[F:31])[CH:24]=3)[N:22]=2)[CH2:14][CH2:13]1)=[O:11])([CH3:8])([CH3:7])[CH3:6].[OH-].[Na+].Cl.Cl[CH2:38][CH2:39][N:40]([CH3:42])[CH3:41]. Product: [C:5]([O:9][C:10]([N:12]1[CH2:17][CH2:16][CH:15]([C:18]2[N:19]([CH2:38][CH2:39][N:40]([CH3:42])[CH3:41])[CH:20]=[C:21]([C:23]3[CH:28]=[CH:27][C:26]([F:29])=[C:25]([C:30]([F:31])([F:32])[F:33])[CH:24]=3)[N:22]=2)[CH2:14][CH2:13]1)=[O:11])([CH3:8])([CH3:6])[CH3:7]. The catalyst class is: 6. (4) Reactant: ClCCl.[CH:4]1([C:10]2[C:18]3[C:17](=[O:19])[NH:16][C:15]([C:20]4[CH:25]=[CH:24][C:23]([S:26](Cl)(=[O:28])=[O:27])=[CH:22][C:21]=4[O:30][CH3:31])=[N:14][C:13]=3[N:12]([CH3:32])[N:11]=2)[CH2:9][CH2:8][CH2:7][CH2:6][CH2:5]1.[CH3:33][N:34]1[CH2:39][CH2:38][NH:37][CH2:36][CH2:35]1.C(N(CC)CC)C. Product: [CH:4]1([C:10]2[C:18]3[C:17](=[O:19])[NH:16][C:15]([C:20]4[CH:25]=[CH:24][C:23]([S:26]([N:37]5[CH2:38][CH2:39][N:34]([CH3:33])[CH2:35][CH2:36]5)(=[O:28])=[O:27])=[CH:22][C:21]=4[O:30][CH3:31])=[N:14][C:13]=3[N:12]([CH3:32])[N:11]=2)[CH2:9][CH2:8][CH2:7][CH2:6][CH2:5]1. The catalyst class is: 6.